This data is from Full USPTO retrosynthesis dataset with 1.9M reactions from patents (1976-2016). The task is: Predict the reactants needed to synthesize the given product. (1) The reactants are: B(F)(F)F.CCOCC.[Br:10][C:11]1[CH:16]=[CH:15][C:14]([OH:17])=[CH:13][CH:12]=1.[CH:18]1[CH2:23][CH2:22][CH2:21][CH2:20][CH:19]=1. Given the product [Br:10][C:11]1[CH:16]=[CH:15][C:14]([O:17][CH:18]2[CH2:23][CH2:22][CH2:21][CH2:20][CH2:19]2)=[CH:13][CH:12]=1, predict the reactants needed to synthesize it. (2) Given the product [OH:58][NH:57][C:4]([C:6]1[S:10][C:9]2[CH:11]=[C:12]([CH2:15][N:16]([CH:26]3[CH2:31][CH2:30][CH2:29][CH2:28][CH2:27]3)[CH2:17][C:18]3[CH:23]=[CH:22][C:21]([O:24][CH3:25])=[CH:20][CH:19]=3)[CH:13]=[CH:14][C:8]=2[CH:7]=1)=[O:5], predict the reactants needed to synthesize it. The reactants are: C(O[C:4]([C:6]1[S:10][C:9]2[CH:11]=[C:12]([CH2:15][NH:16][CH2:17][C:18]3[CH:23]=[CH:22][C:21]([O:24][CH3:25])=[CH:20][CH:19]=3)[CH:13]=[CH:14][C:8]=2[CH:7]=1)=[O:5])C.[C:26]1(=O)[CH2:31][CH2:30][CH2:29][CH2:28][CH2:27]1.C(O[BH-](OC(=O)C)OC(=O)C)(=O)C.[Na+].C(O)(=O)C.C([O-])(O)=O.[Na+].Cl.[NH2:57][OH:58].C[O-].[Na+]. (3) Given the product [F:32][C:29]([F:30])([F:31])[C:25]1[CH:24]=[C:23]([NH:22][C:20]2[CH:21]=[C:17]([C@@H:14]3[CH2:15][CH2:16][C@H:12]([NH:8][C:9](=[O:11])[CH3:10])[CH2:13]3)[NH:18][N:19]=2)[CH:28]=[CH:27][CH:26]=1, predict the reactants needed to synthesize it. The reactants are: COC1C=CC(C[N:8]([CH:12]2[CH2:16][CH2:15][CH:14]([C:17]3[CH:21]=[C:20]([NH:22][C:23]4[CH:28]=[CH:27][CH:26]=[C:25]([C:29]([F:32])([F:31])[F:30])[CH:24]=4)[N:19](CC4C=CC(OC)=CC=4)[N:18]=3)[CH2:13]2)[C:9](=[O:11])[CH3:10])=CC=1.C(O)(C(F)(F)F)=O. (4) Given the product [Cl:8][C:9]1[S:21][C:12]2[NH:13][C:14](=[O:20])[C:15]([C:18]#[N:19])=[C:16]([OH:17])[C:11]=2[C:10]=1[C:22]1[CH:23]=[CH:24][C:25]([O:28][CH2:29][C:30]2([OH:36])[CH2:35][CH2:34][N:33]([CH2:2][CH3:4])[CH2:32][CH2:31]2)=[CH:26][CH:27]=1, predict the reactants needed to synthesize it. The reactants are: O[C:2]([C:4](F)(F)F)=O.[Cl:8][C:9]1[S:21][C:12]2[NH:13][C:14](=[O:20])[C:15]([C:18]#[N:19])=[C:16]([OH:17])[C:11]=2[C:10]=1[C:22]1[CH:27]=[CH:26][C:25]([O:28][CH2:29][C:30]2([OH:36])[CH2:35][CH2:34][NH:33][CH2:32][CH2:31]2)=[CH:24][CH:23]=1.C(=O)C.CS(C)=O.CO. (5) Given the product [C:11]([N:14]1[CH2:19][CH2:18][N:17]([CH2:2][CH2:3][CH2:4][OH:5])[CH2:16][CH2:15]1)(=[O:13])[CH3:12], predict the reactants needed to synthesize it. The reactants are: Br[CH2:2][CH2:3][CH2:4][OH:5].C([O-])(O)=O.[Na+].[C:11]([N:14]1[CH2:19][CH2:18][NH:17][CH2:16][CH2:15]1)(=[O:13])[CH3:12]. (6) Given the product [CH3:80][N:77]1[CH2:76][CH2:75][CH:74]([NH:73][S:70]([C:67]2[CH:68]=[CH:69][C:64]([CH2:63][NH:62][C:19]([C:5]3[C:6]4[CH:7]=[N:8][N:9]([C:12]5[CH:17]=[CH:16][C:15]([F:18])=[CH:14][CH:13]=5)[C:10]=4[CH:11]=[C:3]([C:1]#[N:2])[CH:4]=3)=[O:21])=[CH:65][CH:66]=2)(=[O:72])=[O:71])[CH2:79][CH2:78]1, predict the reactants needed to synthesize it. The reactants are: [C:1]([C:3]1[CH:4]=[C:5]([C:19]([OH:21])=O)[C:6]2[CH:7]=[N:8][N:9]([C:12]3[CH:17]=[CH:16][C:15]([F:18])=[CH:14][CH:13]=3)[C:10]=2[CH:11]=1)#[N:2].C1CN([P+](ON2N=NC3C=CC=CC2=3)(N2CCCC2)N2CCCC2)CC1.F[P-](F)(F)(F)(F)F.C(N(CC)CC)C.[NH2:62][CH2:63][C:64]1[CH:69]=[CH:68][C:67]([S:70]([NH:73][CH:74]2[CH2:79][CH2:78][N:77]([CH3:80])[CH2:76][CH2:75]2)(=[O:72])=[O:71])=[CH:66][CH:65]=1.